This data is from Forward reaction prediction with 1.9M reactions from USPTO patents (1976-2016). The task is: Predict the product of the given reaction. (1) Given the reactants C[O:2][C:3](=O)[C:4]1[CH:9]=[CH:8][C:7]([NH:10][C:11](=[O:34])[CH:12]([C:20]2[CH:25]=[CH:24][C:23]([S:26]([CH3:29])(=[O:28])=[O:27])=[C:22]([C:30]([F:33])([F:32])[F:31])[CH:21]=2)[CH2:13][CH:14]2[CH2:19][CH2:18][CH2:17][CH2:16][O:15]2)=[N:6][CH:5]=1.[H-].[Al+3].[Li+].[H-].[H-].[H-], predict the reaction product. The product is: [OH:2][CH2:3][C:4]1[CH:9]=[CH:8][C:7]([NH:10][C:11](=[O:34])[CH:12]([C:20]2[CH:25]=[CH:24][C:23]([S:26]([CH3:29])(=[O:28])=[O:27])=[C:22]([C:30]([F:32])([F:33])[F:31])[CH:21]=2)[CH2:13][CH:14]2[CH2:19][CH2:18][CH2:17][CH2:16][O:15]2)=[N:6][CH:5]=1. (2) Given the reactants [Cl:1][C:2]1[C:3]2[N:4]([CH:8]=[C:9]([CH2:11][CH3:12])[N:10]=2)[CH:5]=[CH:6][N:7]=1.P(Cl)(Cl)(Cl)=O.CN(C)[CH:20]=[O:21], predict the reaction product. The product is: [Cl:1][C:2]1[C:3]2[N:4]([C:8]([CH:20]=[O:21])=[C:9]([CH2:11][CH3:12])[N:10]=2)[CH:5]=[CH:6][N:7]=1. (3) Given the reactants C([O:4][CH2:5][CH2:6][CH2:7][CH2:8][CH:9]=[CH:10][CH2:11][CH2:12][CH2:13][CH3:14])(=O)C.C=CCCCC.C(O)(=[O:27])CCCC=C, predict the reaction product. The product is: [C:5]([OH:4])(=[O:27])[CH2:6][CH2:7][CH2:8][CH:9]=[CH:10][CH2:11][CH2:12][CH2:13][CH3:14].